Dataset: Peptide-MHC class II binding affinity with 134,281 pairs from IEDB. Task: Regression. Given a peptide amino acid sequence and an MHC pseudo amino acid sequence, predict their binding affinity value. This is MHC class II binding data. (1) The peptide sequence is RCALHWFPGSHLLHV. The MHC is DRB1_1501 with pseudo-sequence DRB1_1501. The binding affinity (normalized) is 0.765. (2) The peptide sequence is GDGKISLSELTDALR. The MHC is DRB1_0901 with pseudo-sequence DRB1_0901. The binding affinity (normalized) is 0.217. (3) The peptide sequence is GAQLGELYYAIYKAS. The MHC is DRB3_0202 with pseudo-sequence DRB3_0202. The binding affinity (normalized) is 0.225. (4) The MHC is DRB1_0405 with pseudo-sequence DRB1_0405. The peptide sequence is KFDSALARKHIARELH. The binding affinity (normalized) is 0.0994.